This data is from Orexin1 receptor HTS with 218,158 compounds and 233 confirmed actives. The task is: Binary Classification. Given a drug SMILES string, predict its activity (active/inactive) in a high-throughput screening assay against a specified biological target. The compound is S(Cc1c(cccc1)C)Cc1nc(Nc2c(cccc2)C)nc(n1)N. The result is 0 (inactive).